This data is from Full USPTO retrosynthesis dataset with 1.9M reactions from patents (1976-2016). The task is: Predict the reactants needed to synthesize the given product. Given the product [CH3:1][C:2]1[CH:7]=[CH:6][C:5]([N+:8]([O-:10])=[O:9])=[CH:4][C:3]=1[NH:11][C:12]1[N:17]=[C:16]([C:18]2[CH:19]=[N:20][CH:21]=[CH:22][CH:23]=2)[CH:15]=[CH:14][N:13]=1, predict the reactants needed to synthesize it. The reactants are: [CH3:1][C:2]1[CH:7]=[CH:6][C:5]([N+:8]([O-:10])=[O:9])=[CH:4][C:3]=1[NH:11][C:12]1[N:17]=[C:16]([C:18]2[CH:19]=[N:20][CH:21]=[CH:22][CH:23]=2)[C:15](C(OCC)=O)=[CH:14][N:13]=1.C(=O)([O-])[O-].[K+].[K+].O.